Dataset: NCI-60 drug combinations with 297,098 pairs across 59 cell lines. Task: Regression. Given two drug SMILES strings and cell line genomic features, predict the synergy score measuring deviation from expected non-interaction effect. (1) Drug 1: CC1OCC2C(O1)C(C(C(O2)OC3C4COC(=O)C4C(C5=CC6=C(C=C35)OCO6)C7=CC(=C(C(=C7)OC)O)OC)O)O. Drug 2: CC12CCC3C(C1CCC2O)C(CC4=C3C=CC(=C4)O)CCCCCCCCCS(=O)CCCC(C(F)(F)F)(F)F. Cell line: T-47D. Synergy scores: CSS=34.6, Synergy_ZIP=-14.3, Synergy_Bliss=-8.05, Synergy_Loewe=-1.96, Synergy_HSA=-1.13. (2) Drug 1: C1CCN(CC1)CCOC2=CC=C(C=C2)C(=O)C3=C(SC4=C3C=CC(=C4)O)C5=CC=C(C=C5)O. Drug 2: CN1CCC(CC1)COC2=C(C=C3C(=C2)N=CN=C3NC4=C(C=C(C=C4)Br)F)OC. Cell line: MDA-MB-231. Synergy scores: CSS=4.03, Synergy_ZIP=-2.43, Synergy_Bliss=-5.68, Synergy_Loewe=-9.40, Synergy_HSA=-7.47. (3) Drug 1: C1=CC=C(C=C1)NC(=O)CCCCCCC(=O)NO. Drug 2: CN1C2=C(C=C(C=C2)N(CCCl)CCCl)N=C1CCCC(=O)O.Cl. Cell line: HCC-2998. Synergy scores: CSS=16.1, Synergy_ZIP=-3.75, Synergy_Bliss=-2.53, Synergy_Loewe=-11.7, Synergy_HSA=-1.19. (4) Drug 1: CC1C(C(CC(O1)OC2CC(CC3=C2C(=C4C(=C3O)C(=O)C5=C(C4=O)C(=CC=C5)OC)O)(C(=O)C)O)N)O.Cl. Drug 2: CCC1(CC2CC(C3=C(CCN(C2)C1)C4=CC=CC=C4N3)(C5=C(C=C6C(=C5)C78CCN9C7C(C=CC9)(C(C(C8N6C=O)(C(=O)OC)O)OC(=O)C)CC)OC)C(=O)OC)O.OS(=O)(=O)O. Cell line: SF-268. Synergy scores: CSS=39.5, Synergy_ZIP=-5.22, Synergy_Bliss=8.02, Synergy_Loewe=1.19, Synergy_HSA=5.52. (5) Drug 1: CC1OCC2C(O1)C(C(C(O2)OC3C4COC(=O)C4C(C5=CC6=C(C=C35)OCO6)C7=CC(=C(C(=C7)OC)O)OC)O)O. Drug 2: CC1=C(N=C(N=C1N)C(CC(=O)N)NCC(C(=O)N)N)C(=O)NC(C(C2=CN=CN2)OC3C(C(C(C(O3)CO)O)O)OC4C(C(C(C(O4)CO)O)OC(=O)N)O)C(=O)NC(C)C(C(C)C(=O)NC(C(C)O)C(=O)NCCC5=NC(=CS5)C6=NC(=CS6)C(=O)NCCC[S+](C)C)O. Cell line: MDA-MB-435. Synergy scores: CSS=-2.48, Synergy_ZIP=-0.124, Synergy_Bliss=1.23, Synergy_Loewe=-3.36, Synergy_HSA=-3.47. (6) Drug 1: C1C(C(OC1N2C=NC(=NC2=O)N)CO)O. Drug 2: COCCOC1=C(C=C2C(=C1)C(=NC=N2)NC3=CC=CC(=C3)C#C)OCCOC.Cl. Cell line: OVCAR3. Synergy scores: CSS=-0.339, Synergy_ZIP=-2.96, Synergy_Bliss=-4.21, Synergy_Loewe=-19.5, Synergy_HSA=-16.4.